Dataset: Reaction yield outcomes from USPTO patents with 853,638 reactions. Task: Predict the reaction yield, written as a fraction of the theoretical maximum amount of product (1.0 means a 100% yield; for example, 0.34 means a 34% yield). (1) The reactants are [C:1]1([S:7]([C:10]2[CH:11]=[C:12]3[C:17](=[CH:18][CH:19]=2)[CH:16]([CH2:20][CH2:21]OS(C)(=O)=O)[CH2:15][CH2:14][CH2:13]3)(=[O:9])=[O:8])[CH:6]=[CH:5][CH:4]=[CH:3][CH:2]=1.[I-].[K+].[N-:29]=[N+]=[N-].[Na+].[H-].[Al+3].[Li+].[H-].[H-].[H-].C1COCC1.[ClH:44]. The catalyst is CN(C=O)C.CO.CCOCC.O. The product is [ClH:44].[C:1]1([S:7]([C:10]2[CH:11]=[C:12]3[C:17](=[CH:18][CH:19]=2)[CH:16]([CH2:20][CH2:21][NH2:29])[CH2:15][CH2:14][CH2:13]3)(=[O:9])=[O:8])[CH:6]=[CH:5][CH:4]=[CH:3][CH:2]=1. The yield is 0.170. (2) The reactants are [C:1]1(=[O:8])O[C:5](=[O:6])[CH:4]=[C:2]1[CH3:3].[NH2:9][C:10]1[CH:15]=[CH:14][C:13]([Br:16])=[CH:12][N:11]=1. The catalyst is C1(C)C=CC=CC=1. The product is [Br:16][C:13]1[CH:14]=[CH:15][C:10]([N:9]2[C:5](=[O:6])[CH:4]=[C:2]([CH3:3])[C:1]2=[O:8])=[N:11][CH:12]=1. The yield is 0.710. (3) The reactants are [CH2:1]([C:3]1[CH:8]=[CH:7][N:6]=[C:5]([NH2:9])[CH:4]=1)[CH3:2].OS(O)(=O)=O.[N+:15]([O-])(O)=O. The catalyst is OS(O)(=O)=O.[OH-].[Na+].[Zn]. The product is [CH2:1]([C:3]1[CH:8]=[CH:7][N:6]=[C:5]([NH:9][NH2:15])[CH:4]=1)[CH3:2]. The yield is 0.770.